From a dataset of Full USPTO retrosynthesis dataset with 1.9M reactions from patents (1976-2016). Predict the reactants needed to synthesize the given product. (1) Given the product [Br:1][C:2]1[CH:7]=[CH:6][C:5]([NH:8][C:9]2[CH:14]=[CH:13][CH:12]=[CH:11][C:10]=2[NH:15][C:31](=[O:38])[C:32]2[CH:37]=[CH:36][CH:35]=[CH:34][CH:33]=2)=[CH:4][CH:3]=1, predict the reactants needed to synthesize it. The reactants are: [Br:1][C:2]1[CH:7]=[CH:6][C:5]([NH:8][C:9]2[CH:14]=[CH:13][CH:12]=[CH:11][C:10]=2[N+:15]([O-])=O)=[CH:4][CH:3]=1.S(S([O-])=O)([O-])=O.[Na+].[Na+].C(=O)([O-])O.[Na+].[C:31](Cl)(=[O:38])[C:32]1[CH:37]=[CH:36][CH:35]=[CH:34][CH:33]=1. (2) Given the product [F:13][C:10]1[CH:11]=[CH:12][C:7]([C:6]2[N:5]([CH2:14][CH:15]3[CH2:20][CH2:19][C:18](=[O:21])[CH2:17][CH2:16]3)[N:4]=[C:3]([CH3:22])[C:2]=2[C:31]2[CH:32]=[CH:33][C:34]3[O:39][CH2:38][C:37](=[O:40])[NH:36][C:35]=3[CH:41]=2)=[CH:8][CH:9]=1, predict the reactants needed to synthesize it. The reactants are: Br[C:2]1[C:3]([CH3:22])=[N:4][N:5]([CH2:14][CH:15]2[CH2:20][CH2:19][C:18](=[O:21])[CH2:17][CH2:16]2)[C:6]=1[C:7]1[CH:12]=[CH:11][C:10]([F:13])=[CH:9][CH:8]=1.CC1(C)C(C)(C)OB([C:31]2[CH:32]=[CH:33][C:34]3[O:39][CH2:38][C:37](=[O:40])[NH:36][C:35]=3[CH:41]=2)O1.C(=O)([O-])[O-].[Cs+].[Cs+].